Task: Regression. Given two drug SMILES strings and cell line genomic features, predict the synergy score measuring deviation from expected non-interaction effect.. Dataset: NCI-60 drug combinations with 297,098 pairs across 59 cell lines Drug 1: CC1C(C(=O)NC(C(=O)N2CCCC2C(=O)N(CC(=O)N(C(C(=O)O1)C(C)C)C)C)C(C)C)NC(=O)C3=C4C(=C(C=C3)C)OC5=C(C(=O)C(=C(C5=N4)C(=O)NC6C(OC(=O)C(N(C(=O)CN(C(=O)C7CCCN7C(=O)C(NC6=O)C(C)C)C)C)C(C)C)C)N)C. Drug 2: C(CC(=O)O)C(=O)CN.Cl. Cell line: BT-549. Synergy scores: CSS=12.0, Synergy_ZIP=-6.41, Synergy_Bliss=-1.23, Synergy_Loewe=-0.636, Synergy_HSA=-0.129.